From a dataset of Forward reaction prediction with 1.9M reactions from USPTO patents (1976-2016). Predict the product of the given reaction. (1) The product is: [CH3:29][N:30]([CH:31]1[CH2:35][CH2:34][O:33][CH2:32]1)[CH:36]1[CH2:37][CH2:38][N:39]([CH2:11][C:10]2[N:2]([CH3:1])[C:3]3[C:8]([N:9]=2)=[C:7]([N:13]2[CH2:14][CH2:15][O:16][CH2:17][CH2:18]2)[N:6]=[C:5]([N:19]2[C:23]4[CH:24]=[CH:25][CH:26]=[CH:27][C:22]=4[N:21]=[C:20]2[CH3:28])[N:4]=3)[CH2:40][CH2:41]1. Given the reactants [CH3:1][N:2]1[C:10]([CH:11]=O)=[N:9][C:8]2[C:3]1=[N:4][C:5]([N:19]1[C:23]3[CH:24]=[CH:25][CH:26]=[CH:27][C:22]=3[N:21]=[C:20]1[CH3:28])=[N:6][C:7]=2[N:13]1[CH2:18][CH2:17][O:16][CH2:15][CH2:14]1.[CH3:29][N:30]([CH:36]1[CH2:41][CH2:40][NH:39][CH2:38][CH2:37]1)[CH:31]1[CH2:35][CH2:34][O:33][CH2:32]1.C(O[BH-](OC(=O)C)OC(=O)C)(=O)C.[Na+], predict the reaction product. (2) Given the reactants [O:1]=[C:2]1[NH:8][CH2:7][CH2:6][CH2:5][N:4]2[C:9]3[N:15]=[C:14]([C:16]([OH:18])=O)[CH:13]=[CH:12][C:10]=3[CH:11]=[C:3]12.C1CN([P+](ON2N=NC3C=CC=CC2=3)(N2CCCC2)N2CCCC2)CC1.F[P-](F)(F)(F)(F)F.[C:52]([N:71]1[CH:75]=[C:74]([C:76]2[CH:77]=[C:78]([NH2:82])[CH:79]=[CH:80][CH:81]=2)[N:73]=[CH:72]1)([C:65]1[CH:70]=[CH:69][CH:68]=[CH:67][CH:66]=1)([C:59]1[CH:64]=[CH:63][CH:62]=[CH:61][CH:60]=1)[C:53]1[CH:58]=[CH:57][CH:56]=[CH:55][CH:54]=1.C(N(CC)CC)C, predict the reaction product. The product is: [O:1]=[C:2]1[NH:8][CH2:7][CH2:6][CH2:5][N:4]2[C:9]3[N:15]=[C:14]([C:16]([NH:82][C:78]4[CH:79]=[CH:80][CH:81]=[C:76]([C:74]5[N:73]=[CH:72][N:71]([C:52]([C:65]6[CH:66]=[CH:67][CH:68]=[CH:69][CH:70]=6)([C:59]6[CH:60]=[CH:61][CH:62]=[CH:63][CH:64]=6)[C:53]6[CH:58]=[CH:57][CH:56]=[CH:55][CH:54]=6)[CH:75]=5)[CH:77]=4)=[O:18])[CH:13]=[CH:12][C:10]=3[CH:11]=[C:3]12.